Dataset: Catalyst prediction with 721,799 reactions and 888 catalyst types from USPTO. Task: Predict which catalyst facilitates the given reaction. (1) Reactant: [NH2:1][C:2]1[CH:3]=[C:4]([N:8]([CH2:16][C:17]2[CH:22]=[CH:21][CH:20]=[C:19]([O:23][C:24]([F:29])([F:28])[CH:25]([F:27])[F:26])[CH:18]=2)[CH2:9][CH:10]([OH:15])[C:11]([F:14])([F:13])[F:12])[CH:5]=[CH:6][CH:7]=1.C(N(CC)CC)C.[F:37][C:38]1[CH:43]=[CH:42][C:41]([N:44]=[C:45]=[O:46])=[CH:40][CH:39]=1. Product: [F:37][C:38]1[CH:43]=[CH:42][C:41]([NH:44][C:45]([NH:1][C:2]2[CH:7]=[CH:6][CH:5]=[C:4]([N:8]([CH2:16][C:17]3[CH:22]=[CH:21][CH:20]=[C:19]([O:23][C:24]([F:28])([F:29])[CH:25]([F:26])[F:27])[CH:18]=3)[CH2:9][CH:10]([OH:15])[C:11]([F:14])([F:13])[F:12])[CH:3]=2)=[O:46])=[CH:40][CH:39]=1. The catalyst class is: 4. (2) Reactant: [Br:1][C:2]1[N:7]=[C:6]([C:8]#[C:9][CH2:10][O:11][C@@H:12]2[CH2:16][O:15][C@@H:14]3[C@H:17]([O:20][Si:21]([C:24]([CH3:27])([CH3:26])[CH3:25])([CH3:23])[CH3:22])[CH2:18][O:19][C@H:13]23)[C:5]([NH:28]C(=O)OC(C)(C)C)=[CH:4][C:3]=1[Cl:36].C1CCN2C(=NCCC2)CC1. Product: [Br:1][C:2]1[N:7]=[C:6]2[CH:8]=[C:9]([CH2:10][O:11][C@@H:12]3[CH2:16][O:15][C@@H:14]4[C@H:17]([O:20][Si:21]([C:24]([CH3:27])([CH3:26])[CH3:25])([CH3:23])[CH3:22])[CH2:18][O:19][C@H:13]34)[NH:28][C:5]2=[CH:4][C:3]=1[Cl:36]. The catalyst class is: 5.